From a dataset of Merck oncology drug combination screen with 23,052 pairs across 39 cell lines. Regression. Given two drug SMILES strings and cell line genomic features, predict the synergy score measuring deviation from expected non-interaction effect. (1) Drug 1: O=S1(=O)NC2(CN1CC(F)(F)F)C1CCC2Cc2cc(C=CCN3CCC(C(F)(F)F)CC3)ccc2C1. Drug 2: CC1CC2C3CCC4=CC(=O)C=CC4(C)C3(F)C(O)CC2(C)C1(O)C(=O)CO. Cell line: OV90. Synergy scores: synergy=-3.21. (2) Drug 1: C=CCn1c(=O)c2cnc(Nc3ccc(N4CCN(C)CC4)cc3)nc2n1-c1cccc(C(C)(C)O)n1. Drug 2: Cn1cc(-c2cnn3c(N)c(Br)c(C4CCCNC4)nc23)cn1. Synergy scores: synergy=42.9. Cell line: MSTO.